From a dataset of Reaction yield outcomes from USPTO patents with 853,638 reactions. Predict the reaction yield, written as a fraction of the theoretical maximum amount of product (1.0 means a 100% yield; for example, 0.34 means a 34% yield). (1) The product is [C:35]([O:39][C:40](=[O:43])[CH2:41][CH2:42][C@@H:24]([C:25]([N:27]1[C@H:31]([CH3:32])[CH2:30][O:29][C:28]1=[O:33])=[O:26])[CH2:23][C@H:14]1[CH2:13][O:12][C:11]([CH3:10])([CH3:34])[N:15]1[C:16]([O:18][C:19]([CH3:20])([CH3:21])[CH3:22])=[O:17])([CH3:38])([CH3:37])[CH3:36]. The yield is 0.600. The catalyst is C(Cl)Cl.Cl[Ti](Cl)(Cl)Cl. The reactants are CCN(C(C)C)C(C)C.[CH3:10][C:11]1([CH3:34])[N:15]([C:16]([O:18][C:19]([CH3:22])([CH3:21])[CH3:20])=[O:17])[C@@H:14]([CH2:23][CH2:24][C:25]([N:27]2[C@H:31]([CH3:32])[CH2:30][O:29][C:28]2=[O:33])=[O:26])[CH2:13][O:12]1.[C:35]([O:39][C:40](=[O:43])[CH:41]=[CH2:42])([CH3:38])([CH3:37])[CH3:36]. (2) The reactants are [CH2:1]([O:3][C:4]([C:6]1[S:10][C:9]([NH2:11])=[N:8][C:7]=1[C:12]([F:15])([F:14])[F:13])=[O:5])[CH3:2].[C:16]([O:20][C:21]([O:23]C(OC(C)(C)C)=O)=[O:22])([CH3:19])([CH3:18])[CH3:17]. The catalyst is CN(C)C1C=CN=CC=1.ClCCl. The product is [CH2:1]([O:3][C:4]([C:6]1[S:10][C:9]([NH:11][O:23][C:21]([O:20][C:16]([CH3:19])([CH3:18])[CH3:17])=[O:22])=[N:8][C:7]=1[C:12]([F:14])([F:15])[F:13])=[O:5])[CH3:2]. The yield is 0.920. (3) The reactants are [OH:1][C:2]1[CH:11]=[CH:10][C:5]2[C:6](=[O:9])[CH2:7][O:8][C:4]=2[C:3]=1[C:12]([OH:14])=O.O.ON1C2C=CC=CC=2N=N1.Cl.C(N=C=NCCCN(C)C)C.[C:38]([N:45]1[CH2:50][CH2:49][NH:48][CH2:47][CH2:46]1)([O:40][C:41]([CH3:44])([CH3:43])[CH3:42])=[O:39]. The catalyst is C(Cl)Cl.O. The yield is 0.660. The product is [OH:1][C:2]1[CH:11]=[CH:10][C:5]2[C:6](=[O:9])[CH2:7][O:8][C:4]=2[C:3]=1[C:12]([N:48]1[CH2:47][CH2:46][N:45]([C:38]([O:40][C:41]([CH3:44])([CH3:43])[CH3:42])=[O:39])[CH2:50][CH2:49]1)=[O:14].